Task: Predict the reaction yield, written as a fraction of the theoretical maximum amount of product (1.0 means a 100% yield; for example, 0.34 means a 34% yield).. Dataset: Reaction yield outcomes from USPTO patents with 853,638 reactions (1) The reactants are [CH3:1][C:2](=[CH:4][CH2:5][CH2:6][C@H:7]([CH2:9][CH2:10][OH:11])[CH3:8])[CH3:3].C(N(CC)CC)C.[C:19]1([S:25](Cl)(=[O:27])=[O:26])[CH:24]=[CH:23][CH:22]=[CH:21][CH:20]=1. The catalyst is C(Cl)Cl.CN(C1C=CN=CC=1)C. The product is [C:19]1([S:25]([O:11][CH2:10][CH2:9][CH:7]([CH2:6][CH2:5][CH:4]=[C:2]([CH3:3])[CH3:1])[CH3:8])(=[O:27])=[O:26])[CH:24]=[CH:23][CH:22]=[CH:21][CH:20]=1. The yield is 1.10. (2) The reactants are Cl.[NH:2]1[CH2:7][CH2:6][CH:5]([N:8]2[C:13]3[C:14]4[CH:20]=[CH:19][N:18]([CH2:21][O:22][CH2:23][CH2:24][Si:25]([CH3:28])([CH3:27])[CH3:26])[C:15]=4[N:16]=[CH:17][C:12]=3[C:11](=[O:29])[NH:10][C:9]2=[O:30])[CH2:4][CH2:3]1.[C:31]([C:33]1[CH:40]=[CH:39][C:36]([CH:37]=O)=[CH:35][CH:34]=1)#[N:32].B.N1C=CC=CC=1C.[OH-].[Na+]. The catalyst is CO.C(O)(=O)C. The product is [O:30]=[C:9]1[N:8]([CH:5]2[CH2:4][CH2:3][N:2]([CH2:37][C:36]3[CH:39]=[CH:40][C:33]([C:31]#[N:32])=[CH:34][CH:35]=3)[CH2:7][CH2:6]2)[C:13]2[C:14]3[CH:20]=[CH:19][N:18]([CH2:21][O:22][CH2:23][CH2:24][Si:25]([CH3:27])([CH3:26])[CH3:28])[C:15]=3[N:16]=[CH:17][C:12]=2[C:11](=[O:29])[NH:10]1. The yield is 0.400. (3) The reactants are [CH3:1][O:2][C:3]1[CH:8]=[C:7]([O:9][CH3:10])[N:6]=[C:5]([NH:11][C:12]([NH:14]C(=O)OCC)=S)[N:4]=1.Cl.NO.C([N:26](C(C)C)CC)(C)C. The catalyst is C(O)C. The product is [NH2:26][C:12]1[N:11]=[C:5]2[N:4]=[C:3]([O:2][CH3:1])[CH:8]=[C:7]([O:9][CH3:10])[N:6]2[N:14]=1. The yield is 0.820.